From a dataset of Full USPTO retrosynthesis dataset with 1.9M reactions from patents (1976-2016). Predict the reactants needed to synthesize the given product. (1) Given the product [CH3:11][C:8]1[CH:9]=[CH:10][C:2]([NH:1][CH2:19][CH2:18][C:17]([F:22])([F:21])[F:16])=[C:3]([CH:7]=1)[C:4]([OH:6])=[O:5], predict the reactants needed to synthesize it. The reactants are: [NH2:1][C:2]1[CH:10]=[CH:9][C:8]([CH3:11])=[CH:7][C:3]=1[C:4]([OH:6])=[O:5].ClCCCl.[F:16][C:17]([F:22])([F:21])[CH2:18][CH:19]=O.C(O[BH-](OC(=O)C)OC(=O)C)(=O)C.[Na+]. (2) Given the product [OH:31][C@@:24]1([C:22]#[C:23][C:2]2[CH:3]=[C:4]([N:8]3[C:12]4=[N:13][C:14]([O:17][CH3:18])=[CH:15][CH:16]=[C:11]4[C:10]([C:19]([NH2:21])=[O:20])=[N:9]3)[CH:5]=[CH:6][CH:7]=2)[CH2:28][CH2:27][N:26]([CH3:29])[C:25]1=[O:30], predict the reactants needed to synthesize it. The reactants are: Br[C:2]1[CH:3]=[C:4]([N:8]2[C:12]3=[N:13][C:14]([O:17][CH3:18])=[CH:15][CH:16]=[C:11]3[C:10]([C:19]([NH2:21])=[O:20])=[N:9]2)[CH:5]=[CH:6][CH:7]=1.[C:22]([C@:24]1([OH:31])[CH2:28][CH2:27][N:26]([CH3:29])[C:25]1=[O:30])#[CH:23]. (3) The reactants are: Cl[C:2]1[N:7]=[C:6]([C:8]2[CH:13]=[CH:12][CH:11]=[CH:10][CH:9]=2)[N:5]=[C:4]([C:14]([OH:16])=[O:15])[CH:3]=1.CC[N:19]([CH:23]([CH3:25])C)[CH:20]([CH3:22])C.[OH2:26].[CH2:27](Cl)Cl. Given the product [CH3:27][O:26][C@H:25]1[CH2:22][CH2:20][N:19]([C:2]2[N:7]=[C:6]([C:8]3[CH:13]=[CH:12][CH:11]=[CH:10][CH:9]=3)[N:5]=[C:4]([C:14]([OH:16])=[O:15])[CH:3]=2)[CH2:23]1, predict the reactants needed to synthesize it. (4) Given the product [S:13]1[C:9]2[CH:8]=[CH:7][CH:6]=[C:5]([O:4][C:3]3[CH:14]=[CH:15][C:16]([NH2:18])=[CH:17][C:2]=3[Cl:1])[C:10]=2[CH:11]=[N:12]1, predict the reactants needed to synthesize it. The reactants are: [Cl:1][C:2]1[CH:17]=[C:16]([N+:18]([O-])=O)[CH:15]=[CH:14][C:3]=1[O:4][C:5]1[C:10]2[CH:11]=[N:12][S:13][C:9]=2[CH:8]=[CH:7][CH:6]=1.Cl.[OH-].[Na+]. (5) Given the product [CH3:4][N:5]1[CH2:6][C:10](=[O:11])[NH:9][CH:8]([CH2:17][C:18]2[CH:23]=[CH:22][C:21]([C:24]([O:26][CH3:27])=[O:25])=[CH:20][CH:19]=2)[C:7]1=[O:28], predict the reactants needed to synthesize it. The reactants are: COC(=O)[CH2:4][N:5]([C:7](=[O:28])[C@H:8]([CH2:17][C:18]1[CH:23]=[CH:22][C:21]([C:24]([O:26][CH3:27])=[O:25])=[CH:20][CH:19]=1)[NH:9][C:10](OC(C)(C)C)=[O:11])[CH3:6].C(N(CC)CC)C. (6) Given the product [Br:1][C:2]1[CH:3]=[C:4]2[N:10]=[C:9]([C:11]3[CH:16]=[CH:15][C:14]([O:17][CH2:18][CH2:19][CH2:20][N:22]4[CH2:27][CH2:26][CH2:25][CH2:24][CH2:23]4)=[CH:13][CH:12]=3)[NH:8][C:5]2=[N:6][CH:7]=1, predict the reactants needed to synthesize it. The reactants are: [Br:1][C:2]1[CH:3]=[C:4]2[N:10]=[C:9]([C:11]3[CH:16]=[CH:15][C:14]([O:17][CH2:18][CH2:19][CH2:20]Cl)=[CH:13][CH:12]=3)[NH:8][C:5]2=[N:6][CH:7]=1.[NH:22]1[CH2:27][CH2:26][CH2:25][CH2:24][CH2:23]1. (7) Given the product [C:29]([O:28][C:26]([NH:25][CH:15]1[C:14](=[O:33])[N:13]2[CH:9]([CH2:10][CH:11]([O:34][Si:35]([C:38]([CH3:40])([CH3:39])[CH3:41])([CH3:37])[CH3:36])[CH2:12]2)[C:8](=[O:42])[NH:7][C:6]2([C:4]([OH:5])=[O:3])[CH:23]([CH2:24]2)[CH:22]=[CH:21][CH2:20][CH2:19][CH2:18][CH2:17][CH2:16]1)=[O:27])([CH3:30])([CH3:31])[CH3:32], predict the reactants needed to synthesize it. The reactants are: C([O:3][C:4]([C:6]12[CH2:24][CH:23]1[CH:22]=[CH:21][CH2:20][CH2:19][CH2:18][CH2:17][CH2:16][CH:15]([NH:25][C:26]([O:28][C:29]([CH3:32])([CH3:31])[CH3:30])=[O:27])[C:14](=[O:33])[N:13]1[CH:9]([CH2:10][CH:11]([O:34][Si:35]([C:38]([CH3:41])([CH3:40])[CH3:39])([CH3:37])[CH3:36])[CH2:12]1)[C:8](=[O:42])[NH:7]2)=[O:5])C.C1COCC1.CO.O.[OH-].[Li+]. (8) Given the product [NH:14]1[C:13]2[C:8](=[N:9][CH:10]=[CH:11][CH:12]=2)[CH:7]=[C:6]1[C:4]([OH:5])=[O:3], predict the reactants needed to synthesize it. The reactants are: C([O:3][C:4]([C:6]1[NH:14][C:13]2[C:8](=[N:9][CH:10]=[CH:11][CH:12]=2)[CH:7]=1)=[O:5])C.C(O)(=O)C.